This data is from KCNQ2 potassium channel screen with 302,405 compounds. The task is: Binary Classification. Given a drug SMILES string, predict its activity (active/inactive) in a high-throughput screening assay against a specified biological target. (1) The compound is s1c(CC(C(=O)Nc2ccccc2)c2n[nH]nn2)ccc1. The result is 0 (inactive). (2) The molecule is S1(=O)(=O)CC(NC(=O)COC(=O)C(CC)c2ccccc2)CC1. The result is 0 (inactive).